Dataset: Catalyst prediction with 721,799 reactions and 888 catalyst types from USPTO. Task: Predict which catalyst facilitates the given reaction. (1) Reactant: [CH2:1]([O:8][C:9]([N:11]1[CH2:16][C@H:15]([CH3:17])[CH2:14][C@@H:13]([NH:18]C(OC(C)(C)C)=O)[CH2:12]1)=[O:10])[C:2]1[CH:7]=[CH:6][CH:5]=[CH:4][CH:3]=1.[ClH:26].O1CCOCC1. Product: [ClH:26].[CH2:1]([O:8][C:9]([N:11]1[CH2:16][C@H:15]([CH3:17])[CH2:14][C@@H:13]([NH2:18])[CH2:12]1)=[O:10])[C:2]1[CH:7]=[CH:6][CH:5]=[CH:4][CH:3]=1. The catalyst class is: 2. (2) Reactant: C([O:3][CH:4](OCC)[C:5]1[O:13][C:12]2[C:11]([C:14]3[CH:15]=[C:16]([CH:22]=[CH:23][CH:24]=3)[C:17]([O:19][CH2:20][CH3:21])=[O:18])=[CH:10][N:9]=[CH:8][C:7]=2[CH:6]=1)C.Cl.C(=O)(O)[O-].[Na+]. Product: [CH:4]([C:5]1[O:13][C:12]2[C:11]([C:14]3[CH:15]=[C:16]([CH:22]=[CH:23][CH:24]=3)[C:17]([O:19][CH2:20][CH3:21])=[O:18])=[CH:10][N:9]=[CH:8][C:7]=2[CH:6]=1)=[O:3]. The catalyst class is: 7. (3) Reactant: Cl.[Cl:2][C:3]1[CH:8]=[CH:7][C:6](/[C:9](/[NH2:16])=[CH:10]/[C:11]2[S:12][CH:13]=[CH:14][N:15]=2)=[CH:5][CH:4]=1.CC1C(Br)=C(O)C(Br)=CC=1C1(C2C=C(Br)C(O)=C(Br)C=2C)OS(=O)(=O)C2C=CC=CC1=2.C([BH3-])#N.[Na+]. Product: [Cl:2][C:3]1[CH:8]=[CH:7][C:6]([CH:9]([NH2:16])[CH2:10][C:11]2[S:12][CH:13]=[CH:14][N:15]=2)=[CH:5][CH:4]=1. The catalyst class is: 5. (4) Reactant: [NH2:1][C:2]1[CH:3]=[C:4]([OH:8])[CH:5]=[CH:6][CH:7]=1.C(=O)(O)[O-].[Na+].Br[CH2:15][CH2:16][CH2:17][CH2:18][CH2:19]Br.O. Product: [N:1]1([C:2]2[CH:3]=[C:4]([OH:8])[CH:5]=[CH:6][CH:7]=2)[CH2:19][CH2:18][CH2:17][CH2:16][CH2:15]1. The catalyst class is: 133. (5) Reactant: [OH:1][C:2]1([C:8]2[S:9][CH:10]=[CH:11][CH:12]=2)[CH2:7][CH2:6][NH:5][CH2:4][CH2:3]1.Cl[CH2:14][CH2:15][C:16]1[CH:17]=[C:18]2[C:23](=[CH:24][CH:25]=1)[NH:22][C:21](=[O:26])[CH2:20][CH2:19]2.C(=O)([O-])[O-].[K+].[K+]. Product: [OH:1][C:2]1([C:8]2[S:9][CH:10]=[CH:11][CH:12]=2)[CH2:3][CH2:4][N:5]([CH2:14][CH2:15][C:16]2[CH:17]=[C:18]3[C:23](=[CH:24][CH:25]=2)[NH:22][C:21](=[O:26])[CH2:20][CH2:19]3)[CH2:6][CH2:7]1. The catalyst class is: 3. (6) Reactant: [CH3:1][O:2][C:3](=[O:21])[CH2:4][CH2:5][C:6]1[C:7](=[O:20])[N:8]([CH2:12][C:13]2[CH:18]=[CH:17][C:16]([NH2:19])=[CH:15][CH:14]=2)[CH2:9][CH2:10][CH:11]=1.O(OC(C)=O)[O:23][C:24]([CH3:26])=O.C(N(CC)CC)C.CO. Product: [CH3:1][O:2][C:3](=[O:21])[CH2:4][CH2:5][C:6]1[C:7](=[O:20])[N:8]([CH2:12][C:13]2[CH:14]=[CH:15][C:16]([NH:19][C:24](=[O:23])[CH3:26])=[CH:17][CH:18]=2)[CH2:9][CH2:10][CH:11]=1. The catalyst class is: 64.